This data is from Forward reaction prediction with 1.9M reactions from USPTO patents (1976-2016). The task is: Predict the product of the given reaction. (1) Given the reactants [CH3:1][C:2]1[C:10]([O:11][C@H:12]2[CH2:17][CH2:16][C@H:15]([NH2:18])[CH2:14][CH2:13]2)=[CH:9][CH:8]=[C:7]2[C:3]=1[CH:4]=[N:5][NH:6]2.[C:19]([O:24][CH3:25])(=[O:23])[C:20](C)=[CH2:21], predict the reaction product. The product is: [CH3:1][C:2]1[C:10]([O:11][C@H:12]2[CH2:17][CH2:16][C@H:15]([NH:18][CH2:21][CH2:20][C:19]([O:24][CH3:25])=[O:23])[CH2:14][CH2:13]2)=[CH:9][CH:8]=[C:7]2[C:3]=1[CH:4]=[N:5][NH:6]2. (2) The product is: [C:1]([O:5][C:6]([NH:8][C:9]1[C:17]2[C:12](=[N:13][C:14]([C:39]3[CH:44]=[CH:43][C:42]([O:45][CH3:46])=[CH:41][C:40]=3[F:47])=[C:15]([C:37]#[N:38])[C:16]=2[C:18]2[CH:19]=[CH:20][C:21]([N:24]3[CH2:29][CH2:28][N:27]([C:30]([O:32][C:33]([CH3:36])([CH3:35])[CH3:34])=[O:31])[CH2:26][CH2:25]3)=[CH:22][CH:23]=2)[NH:11][N:10]=1)=[O:7])([CH3:2])([CH3:3])[CH3:4]. Given the reactants [C:1]([O:5][C:6]([NH:8][C:9]1[C:17]2[CH:16]([C:18]3[CH:23]=[CH:22][C:21]([N:24]4[CH2:29][CH2:28][N:27]([C:30]([O:32][C:33]([CH3:36])([CH3:35])[CH3:34])=[O:31])[CH2:26][CH2:25]4)=[CH:20][CH:19]=3)[C:15]([C:37]#[N:38])=[C:14]([C:39]3[CH:44]=[CH:43][C:42]([O:45][CH3:46])=[CH:41][C:40]=3[F:47])[NH:13][C:12]=2[NH:11][N:10]=1)=[O:7])([CH3:4])([CH3:3])[CH3:2], predict the reaction product. (3) Given the reactants [Br:1][C:2]1[C:3]([S:11]C(C)(C)C)=[C:4]([C:7]([F:10])=[CH:8][CH:9]=1)[CH:5]=O.Cl.[NH2:17]O.C(O)(C)C.C1(C)C=CC(S(O)(=O)=O)=CC=1, predict the reaction product. The product is: [Br:1][C:2]1[C:3]2[S:11][N:17]=[CH:5][C:4]=2[C:7]([F:10])=[CH:8][CH:9]=1. (4) Given the reactants C([N:4]1[CH2:8][CH2:7][N:6]([C:9]2[CH:14]=[C:13](Cl)[CH:12]=[CH:11][C:10]=2[C:16]([N:18]2[CH2:23][CH2:22][N:21]([C:24]3[C:29]([CH3:30])=[CH:28][C:27]([CH:31]4[CH2:33][CH2:32]4)=[CH:26][N:25]=3)[CH2:20][CH2:19]2)=[O:17])[C:5]1=[O:34])(=O)C.[NH:35]1[CH2:39][CH2:38][CH2:37][C:36]1=[O:40], predict the reaction product. The product is: [CH:31]1([C:27]2[CH:28]=[C:29]([CH3:30])[C:24]([N:21]3[CH2:22][CH2:23][N:18]([C:16]([C:10]4[CH:11]=[CH:12][C:13]([N:35]5[CH2:39][CH2:38][CH2:37][C:36]5=[O:40])=[CH:14][C:9]=4[N:6]4[CH2:7][CH2:8][NH:4][C:5]4=[O:34])=[O:17])[CH2:19][CH2:20]3)=[N:25][CH:26]=2)[CH2:32][CH2:33]1. (5) Given the reactants [CH3:1][C:2]1[N:3](CC(OC(C)(C)C)=O)[C:4]2[C:9]([C:10]=1[S:11][C:12]1[CH:17]=[CH:16][C:15]([S:18]([CH3:21])(=[O:20])=[O:19])=[CH:14][CH:13]=1)=[C:8](C1SC=CC=1)[CH:7]=[CH:6][CH:5]=2.Cl.[Br:36]C1C=CC(NN)=CC=1, predict the reaction product. The product is: [Br:36][C:7]1[CH:8]=[C:9]2[C:4](=[CH:5][CH:6]=1)[NH:3][C:2]([CH3:1])=[C:10]2[S:11][C:12]1[CH:17]=[CH:16][C:15]([S:18]([CH3:21])(=[O:20])=[O:19])=[CH:14][CH:13]=1. (6) Given the reactants [NH2:1][C:2]1[CH:7]=[CH:6][CH:5]=[CH:4][N:3]=1.C(N(CC)CC)C.[Cl:15][CH2:16][C:17](Cl)=[O:18], predict the reaction product. The product is: [Cl:15][CH2:16][C:17]([NH:1][C:2]1[CH:7]=[CH:6][CH:5]=[CH:4][N:3]=1)=[O:18].